This data is from CYP3A4 inhibition data for predicting drug metabolism from PubChem BioAssay. The task is: Regression/Classification. Given a drug SMILES string, predict its absorption, distribution, metabolism, or excretion properties. Task type varies by dataset: regression for continuous measurements (e.g., permeability, clearance, half-life) or binary classification for categorical outcomes (e.g., BBB penetration, CYP inhibition). Dataset: cyp3a4_veith. (1) The molecule is COc1ccc(N(C(=O)COc2ccccc2OC)S(=O)(=O)c2ccc(C)cc2)cc1. The result is 1 (inhibitor). (2) The compound is COCCN1C(=O)C(=O)/C(=C(/O)c2cccc(OC)c2)C1c1ccc(C)o1. The result is 0 (non-inhibitor). (3) The molecule is C(=C\c1ccccc1)\CN1CCN(CCOC(c2ccccc2)c2ccccc2)CC1. The result is 0 (non-inhibitor). (4) The compound is N#Cc1c(-c2ccccc2)nc2n(c1=O)CCS2. The result is 0 (non-inhibitor). (5) The compound is O=C(Cc1ccc(Cl)c(Cl)c1)OCCN1CCCC1. The result is 0 (non-inhibitor). (6) The molecule is Cc1ccnn1CC(=O)N/N=C/c1ccco1. The result is 0 (non-inhibitor). (7) The drug is O=C(Nc1cccc(F)c1)N1CCCC2(CCN(C(=O)c3cc(C(F)(F)F)cc(C(F)(F)F)c3)CC2)C1. The result is 1 (inhibitor). (8) The drug is COc1cccc(Nc2ncc3nc(-c4cc(F)cc(F)c4)c(=O)n(C4CC4)c3n2)c1. The result is 0 (non-inhibitor). (9) The molecule is CCOC(=O)N/N=C1/C[C@@H](O)[C@@H](O)[C@@H]2[C@@H]3C(=O)N(C(C)(C)C)C(=O)[C@H]3CC[C@@H]12. The result is 0 (non-inhibitor). (10) The drug is O=C(NCC(c1cccs1)N1CCOCC1)c1ccco1. The result is 0 (non-inhibitor).